This data is from Reaction yield outcomes from USPTO patents with 853,638 reactions. The task is: Predict the reaction yield, written as a fraction of the theoretical maximum amount of product (1.0 means a 100% yield; for example, 0.34 means a 34% yield). (1) The reactants are [CH2:1]([O:8][C:9]1[CH:10]=[C:11]2[N:21]([C:22](OC(C)(C)C)=[O:23])[CH2:20][CH:19]([CH2:29][Cl:30])[C:12]2=[C:13]2[C:18]=1[N:17]=[CH:16][CH:15]=[CH:14]2)[C:2]1[CH:7]=[CH:6][CH:5]=[CH:4][CH:3]=1.Cl.[CH3:32][O:33][C:34]1[CH:35]=[C:36]2[C:40](=[C:41]([O:45][CH3:46])[C:42]=1[O:43][CH3:44])[NH:39][C:38](C(O)=O)=[CH:37]2.CCN=C=NCCCN(C)C.P([O-])([O-])([O-])=O. The catalyst is O1CCOCC1.CC(N(C)C)=O. The product is [CH2:1]([O:8][C:9]1[CH:10]=[C:11]2[N:21]([C:22]([C:38]3[NH:39][C:40]4[C:36]([CH:37]=3)=[CH:35][C:34]([O:33][CH3:32])=[C:42]([O:43][CH3:44])[C:41]=4[O:45][CH3:46])=[O:23])[CH2:20][CH:19]([CH2:29][Cl:30])[C:12]2=[C:13]2[C:18]=1[N:17]=[CH:16][CH:15]=[CH:14]2)[C:2]1[CH:3]=[CH:4][CH:5]=[CH:6][CH:7]=1. The yield is 0.440. (2) The reactants are [N+:1]([C:4]1[CH:10]=[C:9]([C:11]([CH3:14])([CH3:13])[CH3:12])[CH:8]=[CH:7][C:5]=1[NH2:6])([O-:3])=[O:2].CC(O)=O.[CH2:19]([CH2:23][C:24](=O)[CH3:25])[C:20]([CH3:22])=O. The catalyst is C1CCCCC1.C(Cl)Cl. The product is [C:11]([C:9]1[CH:8]=[CH:7][C:5]([N:6]2[C:24]([CH3:25])=[CH:23][CH:19]=[C:20]2[CH3:22])=[C:4]([N+:1]([O-:3])=[O:2])[CH:10]=1)([CH3:14])([CH3:13])[CH3:12]. The yield is 0.490. (3) The reactants are [CH2:1]1[C:10]2[CH:9]=[CH:8][CH:7]=[C:6]([OH:11])[C:5]=2[CH2:4][CH2:3][NH:2]1.C(N(CC)C(C)C)(C)C.[C:21]([O:25][C:26](O[C:26]([O:25][C:21]([CH3:24])([CH3:23])[CH3:22])=[O:27])=[O:27])([CH3:24])([CH3:23])[CH3:22]. The catalyst is C(Cl)Cl. The product is [OH:11][C:6]1[CH:7]=[CH:8][CH:9]=[C:10]2[C:5]=1[CH2:4][CH2:3][N:2]([C:26]([O:25][C:21]([CH3:24])([CH3:23])[CH3:22])=[O:27])[CH2:1]2. The yield is 0.850. (4) The product is [CH2:1]([C:8]1[N:13]=[N:12][C:11]([N:14]2[CH2:19][CH2:18][N:17]([C:20]3[CH:25]=[N:24][C:33]([C:32]([OH:36])([CH3:35])[CH2:34][OH:42])=[CH:22][N:21]=3)[C@H:16]([CH3:29])[CH2:15]2)=[C:10]([CH3:30])[C:9]=1[CH3:31])[C:2]1[CH:7]=[CH:6][CH:5]=[CH:4][CH:3]=1. The reactants are [CH2:1]([C:8]1[N:13]=[N:12][C:11]([N:14]2[CH2:19][CH2:18][N:17]([C:20]3[CH:25]=[N:24]C(C(C)=C)=[CH:22][N:21]=3)[C@H:16]([CH3:29])[CH2:15]2)=[C:10]([CH3:30])[C:9]=1[CH3:31])[C:2]1[CH:7]=[CH:6][CH:5]=[CH:4][CH:3]=1.[C:32]([OH:36])([CH3:35])([CH3:34])[CH3:33].O.C[N+]1([O-])CC[O:42]CC1. The yield is 0.380. The catalyst is CC(C)=O. (5) The reactants are [Cl:1][C:2]1[CH:17]=[CH:16][CH:15]=[C:14]([F:18])[C:3]=1[CH2:4][O:5][C:6]1[CH:13]=[CH:12][C:9]([CH:10]=O)=[CH:8][CH:7]=1.C([O-])(=O)C.[NH4+].[N+:24]([CH3:27])([O-:26])=[O:25]. No catalyst specified. The product is [Cl:1][C:2]1[CH:17]=[CH:16][CH:15]=[C:14]([F:18])[C:3]=1[CH2:4][O:5][C:6]1[CH:13]=[CH:12][C:9](/[CH:10]=[CH:27]/[N+:24]([O-:26])=[O:25])=[CH:8][CH:7]=1. The yield is 0.780. (6) The reactants are [Br:1][C:2]1[CH:7]=[CH:6][C:5]([C@H:8]([C:19]2[CH:24]=[CH:23][CH:22]=[CH:21][C:20]=2[CH3:25])[CH2:9][C:10]([C:12]2[CH:13]=[CH:14][C:15](=[O:18])[NH:16][CH:17]=2)=[O:11])=[CH:4][CH:3]=1.IC.[C:28](=O)([O-])[O-].[K+].[K+]. The catalyst is CN(C)C(=O)C. The product is [Br:1][C:2]1[CH:3]=[CH:4][C:5]([C@H:8]([C:19]2[CH:24]=[CH:23][CH:22]=[CH:21][C:20]=2[CH3:25])[CH2:9][C:10]([C:12]2[CH:13]=[CH:14][C:15](=[O:18])[N:16]([CH3:28])[CH:17]=2)=[O:11])=[CH:6][CH:7]=1. The yield is 0.780. (7) The product is [O:26]=[C:18]1[C:19]2[CH:25]=[CH:24][CH:23]=[CH:22][C:20]=2[S:21][C:1]([C:3]2[N:8]=[C:7]([CH2:9][NH:10][C:11](=[O:17])[O:12][C:13]([CH3:14])([CH3:16])[CH3:15])[CH:6]=[CH:5][CH:4]=2)=[N:2]1. The catalyst is C1(C)C=CC=CC=1. The yield is 0.720. The reactants are [C:1]([C:3]1[N:8]=[C:7]([CH2:9][NH:10][C:11](=[O:17])[O:12][C:13]([CH3:16])([CH3:15])[CH3:14])[CH:6]=[CH:5][CH:4]=1)#[N:2].[C:18](OC)(=[O:26])[C:19]1[C:20](=[CH:22][CH:23]=[CH:24][CH:25]=1)[SH:21].C(N(CC)CC)C. (8) The reactants are [F:1][C:2]1[C:7]([F:8])=[CH:6][CH:5]=[CH:4][C:3]=1[C@H:9]([NH:11]S(C(C)(C)C)=O)[CH3:10].Cl. The catalyst is C(Cl)Cl. The product is [F:1][C:2]1[C:7]([F:8])=[CH:6][CH:5]=[CH:4][C:3]=1[C@H:9]([NH2:11])[CH3:10]. The yield is 0.790.